This data is from Peptide-MHC class II binding affinity with 134,281 pairs from IEDB. The task is: Regression. Given a peptide amino acid sequence and an MHC pseudo amino acid sequence, predict their binding affinity value. This is MHC class II binding data. (1) The binding affinity (normalized) is 0.222. The peptide sequence is GELQIVIKIDAAFKI. The MHC is DRB3_0202 with pseudo-sequence DRB3_0202. (2) The peptide sequence is EATTDGLGWYKIEID. The MHC is DRB1_0401 with pseudo-sequence DRB1_0401. The binding affinity (normalized) is 0.591. (3) The peptide sequence is HSRNLINELSERMAG. The MHC is HLA-DQA10102-DQB10602 with pseudo-sequence HLA-DQA10102-DQB10602. The binding affinity (normalized) is 0.275. (4) The peptide sequence is KPVSQMRMATPLLMRP. The MHC is H-2-IAk with pseudo-sequence H-2-IAk. The binding affinity (normalized) is 0.185. (5) The peptide sequence is MGDDHFWAVRGGGGE. The MHC is DRB5_0101 with pseudo-sequence DRB5_0101. The binding affinity (normalized) is 0.436. (6) The peptide sequence is VDKCLELAEYLYNIIKNREG. The MHC is HLA-DQA10301-DQB10302 with pseudo-sequence HLA-DQA10301-DQB10302. The binding affinity (normalized) is 0.